This data is from Full USPTO retrosynthesis dataset with 1.9M reactions from patents (1976-2016). The task is: Predict the reactants needed to synthesize the given product. Given the product [N:24]1([CH2:2][CH2:3][NH:4][C:5]2[CH:6]=[C:7]3[C:11](=[CH:12][CH:13]=2)[C:10](=[C:14]2[C:22]4[C:17](=[CH:18][CH:19]=[CH:20][CH:21]=4)[NH:16][C:15]2=[O:23])[O:9][CH2:8]3)[CH2:29][CH2:28][CH2:27][CH2:26][CH2:25]1, predict the reactants needed to synthesize it. The reactants are: Cl[CH2:2][CH2:3][NH:4][C:5]1[CH:6]=[C:7]2[C:11](=[CH:12][CH:13]=1)[C:10](=[C:14]1[C:22]3[C:17](=[CH:18][CH:19]=[CH:20][CH:21]=3)[NH:16][C:15]1=[O:23])[O:9][CH2:8]2.[NH:24]1[CH2:29][CH2:28][CH2:27][CH2:26][CH2:25]1.